From a dataset of Aqueous solubility values for 9,982 compounds from the AqSolDB database. Regression/Classification. Given a drug SMILES string, predict its absorption, distribution, metabolism, or excretion properties. Task type varies by dataset: regression for continuous measurements (e.g., permeability, clearance, half-life) or binary classification for categorical outcomes (e.g., BBB penetration, CYP inhibition). For this dataset (solubility_aqsoldb), we predict Y. (1) The compound is CCOP(=O)(OCC)SCCSCC. The Y is -2.11 log mol/L. (2) The molecule is COC(=O)C1(S(=O)(=O)c2ccc(Br)cc2)CC1. The Y is -3.67 log mol/L. (3) The drug is Clc1cc(Cl)c(Cl)c(-c2ccccc2)c1Cl. The Y is -7.25 log mol/L. (4) The molecule is c1ccc2c(c1)-c1cccc3cc4c(ccc5ccccc54)c-2c13. The Y is -8.48 log mol/L. (5) The compound is COc1cncnc1N1CCN(CCc2c[nH]c3ccc(CS(=O)(=O)N(C)C)cc23)CC1. The Y is -3.76 log mol/L. (6) The compound is CC12CCC3c4ccc(O)cc4CCC3C1CC(O)C2O. The Y is -4.00 log mol/L.